This data is from Forward reaction prediction with 1.9M reactions from USPTO patents (1976-2016). The task is: Predict the product of the given reaction. (1) Given the reactants [Cl:1][C:2]1[CH:3]=[CH:4][C:5]([NH:12][C:13]2[CH:14]=[C:15]3[C:19](=[CH:20][CH:21]=2)[N:18]([CH2:22][C:23]2[CH:28]=[CH:27][CH:26]=[C:25]([OH:29])[CH:24]=2)[CH:17]=[CH:16]3)=[C:6]([CH:11]=1)[C:7]([O:9]C)=[O:8].[OH-].[Na+].O.Cl, predict the reaction product. The product is: [Cl:1][C:2]1[CH:3]=[CH:4][C:5]([NH:12][C:13]2[CH:14]=[C:15]3[C:19](=[CH:20][CH:21]=2)[N:18]([CH2:22][C:23]2[CH:28]=[CH:27][CH:26]=[C:25]([OH:29])[CH:24]=2)[CH:17]=[CH:16]3)=[C:6]([CH:11]=1)[C:7]([OH:9])=[O:8]. (2) Given the reactants [Cl:1][C:2]1[CH:7]=[CH:6][CH:5]=[CH:4][C:3]=1[SH:8].[H-].[Na+].C([O:13][C:14]([C@@H:16]1[CH2:20][C@@H:19](OS(C)(=O)=O)[CH2:18][C@H:17]1[CH2:26][N:27]1[CH2:32][CH2:31][CH:30]([C:33]2[CH:38]=[CH:37][C:36]([F:39])=[CH:35][CH:34]=2)[CH2:29][CH2:28]1)=[O:15])C, predict the reaction product. The product is: [Cl:1][C:2]1[CH:7]=[CH:6][CH:5]=[CH:4][C:3]=1[S:8][C@H:19]1[CH2:20][C@@H:16]([C:14]([OH:15])=[O:13])[C@H:17]([CH2:26][N:27]2[CH2:28][CH2:29][CH:30]([C:33]3[CH:34]=[CH:35][C:36]([F:39])=[CH:37][CH:38]=3)[CH2:31][CH2:32]2)[CH2:18]1.